From a dataset of Peptide-MHC class I binding affinity with 185,985 pairs from IEDB/IMGT. Regression. Given a peptide amino acid sequence and an MHC pseudo amino acid sequence, predict their binding affinity value. This is MHC class I binding data. The peptide sequence is HPFIYVIRHV. The MHC is HLA-B53:01 with pseudo-sequence HLA-B53:01. The binding affinity (normalized) is 0.297.